From a dataset of Experimentally validated miRNA-target interactions with 360,000+ pairs, plus equal number of negative samples. Binary Classification. Given a miRNA mature sequence and a target amino acid sequence, predict their likelihood of interaction. The miRNA is mmu-miR-16-5p with sequence UAGCAGCACGUAAAUAUUGGCG. The protein sequence of the target gene is MAFSQYISLAPELLLATAIFCLVFWMVRASRTQVPKGLKNPPGPWGLPFIGHMLTVGKNPHLSLTRLSQQYGDVLQIRIGSTPVVVLSGLNTIKQALVRQGDDFKGRPDLYSFTLITNGKSMTFNPDSGPVWAARRRLAQDALKSFSIASDPTSASSCYLEEHVSKEANHLVSKLQKAMAEVGHFEPVSQVVESVANVIGAMCFGKNFPRKSEEMLNIVNNSKDFVENVTSGNAVDFFPVLRYLPNPALKRFKTFNDNFVLFLQKTVQEHYQDFNKNSIQDITSALFKHSENYKDNGGLI.... Result: 0 (no interaction).